Dataset: Forward reaction prediction with 1.9M reactions from USPTO patents (1976-2016). Task: Predict the product of the given reaction. (1) The product is: [F:1][C:2]1[CH:7]=[CH:6][C:5]([SH:8]([C:21]2[CH:26]=[CH:25][C:24]([F:27])=[CH:23][CH:22]=2)([C:14]2[CH:19]=[CH:18][CH:17]=[CH:16][C:15]=2[F:20])([CH3:13])[CH2:9][C:10]([NH2:12])=[S:37])=[CH:4][CH:3]=1. Given the reactants [F:1][C:2]1[CH:7]=[CH:6][C:5]([SH:8]([C:21]2[CH:26]=[CH:25][C:24]([F:27])=[CH:23][CH:22]=2)([C:14]2[CH:19]=[CH:18][CH:17]=[CH:16][C:15]=2[F:20])([CH3:13])[CH2:9][C:10]([NH2:12])=O)=[CH:4][CH:3]=1.COC1C=CC(P2(SP(C3C=CC(OC)=CC=3)(=S)S2)=[S:37])=CC=1, predict the reaction product. (2) Given the reactants [CH3:1][CH2:2][C@@H:3]([C:5]([O:7][C@@H:8]1[C@@H:13]2[C@@H:14]([CH2:19][CH2:20][C@H:21]3[O:27][C:25](=[O:26])[CH2:24][C@H:23]([OH:28])[CH2:22]3)[C@@H:15]([CH3:18])[CH:16]=[CH:17][C:12]2=[CH:11][C@H:10]([CH3:29])[CH2:9]1)=[O:6])[CH3:4].[C:30](N)(C)(C)C.Cl, predict the reaction product. The product is: [CH3:1][CH2:2][C:3]([C:5]([O:7][C@@H:8]1[C@@H:13]2[C@@H:14]([CH2:19][CH2:20][C@H:21]3[O:27][C:25](=[O:26])[CH2:24][C@H:23]([OH:28])[CH2:22]3)[C@@H:15]([CH3:18])[CH:16]=[CH:17][C:12]2=[CH:11][C@H:10]([CH3:29])[CH2:9]1)=[O:6])([CH3:30])[CH3:4]. (3) The product is: [C:9]([N:12]1[CH2:16][CH2:15][CH:14]([N:17]([CH3:39])[C:18]([C:20]2[O:21][C:22]3[C:28]([N:5]4[CH2:6][CH2:7][C@H:3]([N:2]([CH3:8])[CH3:1])[CH2:4]4)=[C:27]([C:30]4[CH:35]=[CH:34][CH:33]=[CH:32][CH:31]=4)[C:26]([CH3:36])=[C:25]([C:37]#[N:38])[C:23]=3[N:24]=2)=[O:19])[CH2:13]1)(=[O:11])[CH3:10]. Given the reactants [CH3:1][N:2]([CH3:8])[C@H:3]1[CH2:7][CH2:6][NH:5][CH2:4]1.[C:9]([N:12]1[CH2:16][CH2:15][CH:14]([N:17]([CH3:39])[C:18]([C:20]2[O:21][C:22]3[C:28](F)=[C:27]([C:30]4[CH:35]=[CH:34][CH:33]=[CH:32][CH:31]=4)[C:26]([CH3:36])=[C:25]([C:37]#[N:38])[C:23]=3[N:24]=2)=[O:19])[CH2:13]1)(=[O:11])[CH3:10].C(N(CC)CC)C, predict the reaction product. (4) Given the reactants [CH:1]([C:3]1[CH:4]=[C:5]([C:9]2[CH:14]=[CH:13][CH:12]=[CH:11][C:10]=2[C:15]([F:18])([F:17])[F:16])[CH:6]=[CH:7][CH:8]=1)=O.[S:19]1[CH2:23][C:22](=[O:24])[NH:21][C:20]1=[O:25].N1CCCCC1.C(O)(=O)C1C=CC=CC=1, predict the reaction product. The product is: [F:16][C:15]([F:18])([F:17])[C:10]1[CH:11]=[CH:12][CH:13]=[CH:14][C:9]=1[C:5]1[CH:4]=[C:3]([CH:8]=[CH:7][CH:6]=1)[CH:1]=[C:23]1[S:19][C:20](=[O:25])[NH:21][C:22]1=[O:24]. (5) Given the reactants [CH3:1][O:2][C:3]1[CH:8]=[CH:7][CH:6]=[CH:5][C:4]=1[N:9]1[CH2:14][CH2:13][N:12]([C:15](=[O:20])[C:16]([Cl:19])([Cl:18])[Cl:17])[CH2:11][CH2:10]1.[Cl:21][S:22](O)(=[O:24])=[O:23], predict the reaction product. The product is: [Cl:18][C:16]([Cl:19])([Cl:17])[C:15]([N:12]1[CH2:13][CH2:14][N:9]([C:4]2[CH:5]=[C:6]([S:22]([Cl:21])(=[O:24])=[O:23])[CH:7]=[CH:8][C:3]=2[O:2][CH3:1])[CH2:10][CH2:11]1)=[O:20]. (6) The product is: [N:1]1([C:8]2[CH:17]=[CH:16][C:15]3[C:10](=[CH:11][CH:12]=[CH:13][CH:14]=3)[N:9]=2)[CH2:6][CH2:5][NH:4][CH2:3][CH2:2]1. Given the reactants [NH:1]1[CH2:6][CH2:5][NH:4][CH2:3][CH2:2]1.Cl[C:8]1[CH:17]=[CH:16][C:15]2[C:10](=[CH:11][CH:12]=[CH:13][CH:14]=2)[N:9]=1.C(=O)([O-])O.[Na+], predict the reaction product. (7) Given the reactants [CH:1]1([N:6]2[CH2:11][CH2:10][NH:9][CH2:8][CH2:7]2)[CH2:5][CH2:4][CH2:3][CH2:2]1.Cl[C:13]1[N:14]=[N:15][C:16]([C:19]2[CH:24]=[CH:23][C:22]([S:25]([CH3:28])(=[O:27])=[O:26])=[CH:21][CH:20]=2)=[CH:17][CH:18]=1, predict the reaction product. The product is: [CH:1]1([N:6]2[CH2:7][CH2:8][N:9]([C:13]3[N:14]=[N:15][C:16]([C:19]4[CH:20]=[CH:21][C:22]([S:25]([CH3:28])(=[O:26])=[O:27])=[CH:23][CH:24]=4)=[CH:17][CH:18]=3)[CH2:10][CH2:11]2)[CH2:2][CH2:3][CH2:4][CH2:5]1. (8) Given the reactants [S:1]1(=[O:12])(=[O:11])[C:5]2[CH:6]=[C:7](N)[CH:8]=[CH:9][C:4]=2[CH2:3][CH2:2]1.N([O-])=O.[Na+].[I-:17].[K+], predict the reaction product. The product is: [I:17][C:7]1[CH:8]=[CH:9][C:4]2[CH2:3][CH2:2][S:1](=[O:12])(=[O:11])[C:5]=2[CH:6]=1. (9) Given the reactants [NH2:1][C:2]1[CH:7]=[CH:6][CH:5]=[CH:4][CH:3]=1.[C:8](O[C:8]([O:10][C:11]([CH3:14])([CH3:13])[CH3:12])=[O:9])([O:10][C:11]([CH3:14])([CH3:13])[CH3:12])=[O:9].[OH-].[Na+], predict the reaction product. The product is: [C:8]([NH:1][C:2]1[CH:7]=[CH:6][CH:5]=[CH:4][CH:3]=1)([O:10][C:11]([CH3:14])([CH3:13])[CH3:12])=[O:9]. (10) Given the reactants [C:1]([N:8]1[CH2:11][CH:10]([C:12]([OH:14])=O)[CH2:9]1)([O:3][C:4]([CH3:7])([CH3:6])[CH3:5])=[O:2].ClC(OCC(C)C)=O.[NH3:23].C([O-])(O)=O.[Na+], predict the reaction product. The product is: [C:4]([O:3][C:1]([N:8]1[CH2:11][CH:10]([C:12](=[O:14])[NH2:23])[CH2:9]1)=[O:2])([CH3:7])([CH3:6])[CH3:5].